The task is: Predict the reactants needed to synthesize the given product.. This data is from Full USPTO retrosynthesis dataset with 1.9M reactions from patents (1976-2016). (1) The reactants are: [OH:1][C:2]1[CH:8]=[C:7]([N+:9]([O-:11])=[O:10])[CH:6]=[CH:5][C:3]=1[NH2:4].[CH3:12][C:13]1[CH:18]=[CH:17][CH:16]=[CH:15][C:14]=1[N:19]=[C:20]=[O:21]. Given the product [OH:1][C:2]1[CH:8]=[C:7]([N+:9]([O-:11])=[O:10])[CH:6]=[CH:5][C:3]=1[NH:4][C:20]([NH:19][C:14]1[CH:15]=[CH:16][CH:17]=[CH:18][C:13]=1[CH3:12])=[O:21], predict the reactants needed to synthesize it. (2) Given the product [Br:1][C:2]1[CH:3]=[C:4]([CH:5]2[O:13][CH2:12][CH2:11][O:6]2)[C:7]([F:10])=[CH:8][N:9]=1, predict the reactants needed to synthesize it. The reactants are: [Br:1][C:2]1[CH:3]=[C:4]([C:7]([F:10])=[CH:8][N:9]=1)[CH:5]=[O:6].[CH2:11](O)[CH2:12][OH:13].O.C1(C)C=CC(S(O)(=O)=O)=CC=1.